Dataset: Forward reaction prediction with 1.9M reactions from USPTO patents (1976-2016). Task: Predict the product of the given reaction. (1) The product is: [F:31][C:23]([F:30])([C:24]1[CH:29]=[CH:28][CH:27]=[CH:26][CH:25]=1)[CH2:22][CH2:21][CH:18]1[CH2:17][CH2:16][NH:15][CH2:20][CH2:19]1. Given the reactants FC(F)(F)C(O)=O.C(OC([N:15]1[CH2:20][CH2:19][CH:18]([CH2:21][CH2:22][C:23]([F:31])([F:30])[C:24]2[CH:29]=[CH:28][CH:27]=[CH:26][CH:25]=2)[CH2:17][CH2:16]1)=O)(C)(C)C.C(=O)(O)[O-].[Na+].[OH-].[Na+], predict the reaction product. (2) Given the reactants [CH:1]1([NH:6][C:7]2[N:12]=[C:11]([C:13]3[C:14]([C:26]4[CH:31]=[CH:30][C:29]([OH:32])=[CH:28][CH:27]=4)=[N:15][N:16]4[C:21]([NH:22][CH:23]5[CH2:25][CH2:24]5)=[CH:20][CH:19]=[CH:18][C:17]=34)[CH:10]=[CH:9][N:8]=2)[CH2:5][CH2:4][CH2:3][CH2:2]1.C(=O)([O-])[O-].[Cs+].[Cs+].Br[CH2:40][CH:41]1[CH2:43][CH2:42]1, predict the reaction product. The product is: [CH:1]1([NH:6][C:7]2[N:12]=[C:11]([C:13]3[C:14]([C:26]4[CH:27]=[CH:28][C:29]([O:32][CH2:40][CH:41]5[CH2:43][CH2:42]5)=[CH:30][CH:31]=4)=[N:15][N:16]4[C:21]([NH:22][CH:23]5[CH2:24][CH2:25]5)=[CH:20][CH:19]=[CH:18][C:17]=34)[CH:10]=[CH:9][N:8]=2)[CH2:5][CH2:4][CH2:3][CH2:2]1. (3) Given the reactants FC(F)(F)C(O)=[O:4].S(=O)(=O)(O)O.[C:13]([C:15]1[CH:16]=[C:17]([C:22]2[N:26]3[CH:27]=[CH:28][N:29]=[C:30]([NH:31][CH2:32][C:33]4[CH:38]=[CH:37][C:36]([S:39]([NH2:42])(=[O:41])=[O:40])=[CH:35][CH:34]=4)[C:25]3=[N:24][CH:23]=2)[CH:18]=[CH:19][C:20]=1[OH:21])#[N:14].C(=O)([O-])[O-].[Na+].[Na+], predict the reaction product. The product is: [OH:21][C:20]1[CH:19]=[CH:18][C:17]([C:22]2[N:26]3[CH:27]=[CH:28][N:29]=[C:30]([NH:31][CH2:32][C:33]4[CH:38]=[CH:37][C:36]([S:39](=[O:40])(=[O:41])[NH2:42])=[CH:35][CH:34]=4)[C:25]3=[N:24][CH:23]=2)=[CH:16][C:15]=1[C:13]([NH2:14])=[O:4]. (4) The product is: [Br:1][C:2]1[CH:9]=[C:6]([CH2:7][NH2:8])[CH:5]=[N:4][CH:3]=1. Given the reactants [Br:1][C:2]1[CH:3]=[N:4][CH:5]=[C:6]([CH:9]=1)[C:7]#[N:8].O.[BH4-].[Na+].Cl, predict the reaction product. (5) The product is: [Cl:22][C:23]1[CH:24]=[C:25]([NH:29][C:30]2[O:19][C:18]([C:16]3[CH:15]=[CH:14][C:12]4[N:13]=[C:9]([C:3]5[C:4]([Cl:8])=[CH:5][CH:6]=[CH:7][C:2]=5[Cl:1])[NH:10][C:11]=4[CH:17]=3)=[N:20][N:21]=2)[CH:26]=[CH:27][CH:28]=1. Given the reactants [Cl:1][C:2]1[CH:7]=[CH:6][CH:5]=[C:4]([Cl:8])[C:3]=1[C:9]1[NH:10][C:11]2[CH:17]=[C:16]([C:18]([NH:20][NH2:21])=[O:19])[CH:15]=[CH:14][C:12]=2[N:13]=1.[Cl:22][C:23]1[CH:24]=[C:25]([N:29]=[C:30]=S)[CH:26]=[CH:27][CH:28]=1.CCN=C=NCCCN(C)C.CCOC(C)=O, predict the reaction product.